Dataset: Forward reaction prediction with 1.9M reactions from USPTO patents (1976-2016). Task: Predict the product of the given reaction. (1) Given the reactants C([O:4][C:5]1[CH:10]=[C:9]([C:11]#[N:12])[C:8](Br)=[C:7]([C:14]#[N:15])[C:6]=1[O:16]C(=O)C)(=O)C.[CH3:20][N:21]([CH3:34])[S:22]([C:25]1[CH:30]=[CH:29][C:28](B(O)O)=[CH:27][CH:26]=1)(=[O:24])=[O:23], predict the reaction product. The product is: [C:14]([C:7]1[C:6]([OH:16])=[C:5]([OH:4])[CH:10]=[C:9]([C:11]#[N:12])[C:8]=1[C:28]1[CH:27]=[CH:26][C:25]([S:22]([N:21]([CH3:34])[CH3:20])(=[O:23])=[O:24])=[CH:30][CH:29]=1)#[N:15]. (2) Given the reactants S(O)(O)(=O)=O.[C:6](=[NH:10])([O:8][CH3:9])[NH2:7].C[O-].[Na+].[C:14]([C:16]1[CH:21]=[CH:20][CH:19]=[CH:18][C:17]=1[C:22]1[CH:27]=[CH:26][C:25]([CH2:28][CH:29]([C:35](=O)[CH2:36][CH2:37][CH3:38])[C:30](OCC)=[O:31])=[CH:24][CH:23]=1)#[N:15], predict the reaction product. The product is: [CH3:9][O:8][C:6]1[NH:7][C:30](=[O:31])[C:29]([CH2:28][C:25]2[CH:26]=[CH:27][C:22]([C:17]3[C:16]([C:14]#[N:15])=[CH:21][CH:20]=[CH:19][CH:18]=3)=[CH:23][CH:24]=2)=[C:35]([CH2:36][CH2:37][CH3:38])[N:10]=1. (3) The product is: [CH3:1][C:13]1([C:19]([OH:21])=[O:20])[CH2:18][CH2:17][CH:16]=[CH:15][CH2:14]1. Given the reactants [CH:1](NC(C)C)(C)C.C([Li])CCC.[CH:13]1([C:19]([OH:21])=[O:20])[CH2:18][CH2:17][CH:16]=[CH:15][CH2:14]1.IC, predict the reaction product.